From a dataset of Forward reaction prediction with 1.9M reactions from USPTO patents (1976-2016). Predict the product of the given reaction. (1) Given the reactants B(Br)(Br)[Br:2].[CH2:5]([N:12]1[CH2:17][C@H:16]([CH2:18][O:19]C(C2C=CC=CC=2)(C2C=CC=CC=2)C2C=CC=CC=2)[C@@H:15]([C:39]2[CH:44]=[CH:43][C:42]([O:45]C)=[CH:41][CH:40]=2)[C@H:14]([OH:47])[CH2:13]1)[C:6]1[CH:11]=[CH:10][CH:9]=[CH:8][CH:7]=1, predict the reaction product. The product is: [BrH:2].[CH2:5]([N:12]1[CH2:17][C@H:16]([CH2:18][OH:19])[C@@H:15]([C:39]2[CH:40]=[CH:41][C:42]([OH:45])=[CH:43][CH:44]=2)[C@H:14]([OH:47])[CH2:13]1)[C:6]1[CH:7]=[CH:8][CH:9]=[CH:10][CH:11]=1. (2) The product is: [CH:35]([O:34][C:32](=[O:33])[NH:1][CH2:2][C@H:3]1[CH2:8][CH2:7][C@H:6]([N:9]2[C:13]3=[C:14]4[S:20][CH:19]=[CH:18][C:15]4=[N:16][CH:17]=[C:12]3[N:11]=[C:10]2[CH2:21][C:22]#[N:23])[CH2:5][CH2:4]1)([CH3:37])[CH3:36]. Given the reactants [NH2:1][CH2:2][C@H:3]1[CH2:8][CH2:7][C@H:6]([N:9]2[C:13]3=[C:14]4[S:20][CH:19]=[CH:18][C:15]4=[N:16][CH:17]=[C:12]3[N:11]=[C:10]2[CH2:21][C:22]#[N:23])[CH2:5][CH2:4]1.C(N(CC)CC)C.Cl[C:32]([O:34][CH:35]([CH3:37])[CH3:36])=[O:33], predict the reaction product. (3) Given the reactants [CH:1]([NH2:4])([CH3:3])[CH3:2].[CH:5]([C:7]1[CH:23]=[CH:22][CH:21]=[CH:20][C:8]=1[O:9][CH2:10][CH2:11][CH2:12][CH2:13][CH2:14][C:15]([O:17][CH2:18][CH3:19])=[O:16])=O.CC(O)=O.C(O[BH-](OC(=O)C)OC(=O)C)(=O)C.[Na+], predict the reaction product. The product is: [CH:1]([NH:4][CH2:5][C:7]1[CH:23]=[CH:22][CH:21]=[CH:20][C:8]=1[O:9][CH2:10][CH2:11][CH2:12][CH2:13][CH2:14][C:15]([O:17][CH2:18][CH3:19])=[O:16])([CH3:3])[CH3:2]. (4) Given the reactants [O:1]=[C:2]=[N:3][CH2:4][C:5]([O:7]CC)=[O:6].[CH:10]1([NH:16][C:17]([C:19]2[C:24]([OH:25])=[CH:23][C:22](=[O:26])[N:21]([CH2:27][CH:28]3[CH2:33][CH2:32][CH2:31][CH2:30][CH2:29]3)[CH:20]=2)=[O:18])[CH2:15][CH2:14][CH2:13][CH2:12][CH2:11]1.C(N(C(C)C)CC)(C)C, predict the reaction product. The product is: [CH:10]1([NH:16][C:17]([C:19]2[C:24]([OH:25])=[C:23]([C:2]([NH:3][CH2:4][C:5]([OH:7])=[O:6])=[O:1])[C:22](=[O:26])[N:21]([CH2:27][CH:28]3[CH2:29][CH2:30][CH2:31][CH2:32][CH2:33]3)[CH:20]=2)=[O:18])[CH2:11][CH2:12][CH2:13][CH2:14][CH2:15]1. (5) Given the reactants C1(P(C2C=CC=CC=2)C2C3OC4C(=CC=CC=4P(C4C=CC=CC=4)C4C=CC=CC=4)C(C)(C)C=3C=CC=2)C=CC=CC=1.[C:43]1([NH:49][C:50]2[CH:55]=[CH:54][CH:53]=[CH:52][CH:51]=2)[CH:48]=[CH:47][CH:46]=[CH:45][CH:44]=1.CC(C)([O-])C.[Na+].I[C:63]1[CH:68]=[CH:67][C:66]([C:69]([CH3:73])([CH3:72])[C:70]#[N:71])=[CH:65][CH:64]=1, predict the reaction product. The product is: [C:50]1([N:49]([C:43]2[CH:44]=[CH:45][CH:46]=[CH:47][CH:48]=2)[C:63]2[CH:68]=[CH:67][C:66]([C:69]([CH3:73])([CH3:72])[C:70]#[N:71])=[CH:65][CH:64]=2)[CH:51]=[CH:52][CH:53]=[CH:54][CH:55]=1.